Dataset: Full USPTO retrosynthesis dataset with 1.9M reactions from patents (1976-2016). Task: Predict the reactants needed to synthesize the given product. Given the product [CH3:32][N:29]1[CH:30]=[N:31][C:27]([CH2:26][O:25][C:24]2[CH:23]=[C:22]([C:2]3[N:6]4[N:7]=[CH:8][C:9]([C:11]([F:14])([F:13])[F:12])=[N:10][C:5]4=[N:4][CH:3]=3)[CH:35]=[CH:34][CH:33]=2)=[N:28]1, predict the reactants needed to synthesize it. The reactants are: Br[C:2]1[N:6]2[N:7]=[CH:8][C:9]([C:11]([F:14])([F:13])[F:12])=[N:10][C:5]2=[N:4][CH:3]=1.CC1(C)COB([C:22]2[CH:23]=[C:24]([CH:33]=[CH:34][CH:35]=2)[O:25][CH2:26][C:27]2[N:31]=[CH:30][N:29]([CH3:32])[N:28]=2)OC1.C([O-])([O-])=O.[Na+].[Na+].